From a dataset of Peptide-MHC class II binding affinity with 134,281 pairs from IEDB. Regression. Given a peptide amino acid sequence and an MHC pseudo amino acid sequence, predict their binding affinity value. This is MHC class II binding data. (1) The peptide sequence is KHYDLSYDTGDKALQCGRHV. The MHC is HLA-DQA10301-DQB10302 with pseudo-sequence HLA-DQA10301-DQB10302. The binding affinity (normalized) is 0. (2) The peptide sequence is SQDLELSWNLNGLQRY. The MHC is DRB1_0802 with pseudo-sequence DRB1_0802. The binding affinity (normalized) is 0.341. (3) The peptide sequence is EDVGYPIIIDQKYCP. The binding affinity (normalized) is 0.236. The MHC is HLA-DQA10101-DQB10501 with pseudo-sequence HLA-DQA10101-DQB10501. (4) The peptide sequence is GNLQIVDKIDAAFKI. The MHC is DRB1_0701 with pseudo-sequence DRB1_0701. The binding affinity (normalized) is 0.730. (5) The peptide sequence is VAPLYGVEGTKTPVS. The MHC is DRB5_0101 with pseudo-sequence DRB5_0101. The binding affinity (normalized) is 0.521.